The task is: Predict which catalyst facilitates the given reaction.. This data is from Catalyst prediction with 721,799 reactions and 888 catalyst types from USPTO. (1) Reactant: [F:1][C:2]([F:32])([F:31])[C:3]1[N:8]2[N:9]=[CH:10][C:11]([C:12]#[C:13][C:14]3[CH:15]=[CH:16][C:17]([NH2:20])=[N:18][CH:19]=3)=[C:7]2[N:6]=[C:5]([C:21]2[CH:26]=[CH:25][C:24]([C:27]([F:30])([F:29])[F:28])=[CH:23][CH:22]=2)[CH:4]=1.[NH4+].[OH-].Cl.O.[C:37](OC(=O)C)(=[O:39])[CH3:38]. Product: [F:32][C:2]([F:1])([F:31])[C:3]1[N:8]2[N:9]=[CH:10][C:11]([C:12]#[C:13][C:14]3[CH:15]=[CH:16][C:17]([NH:20][C:37](=[O:39])[CH3:38])=[N:18][CH:19]=3)=[C:7]2[N:6]=[C:5]([C:21]2[CH:26]=[CH:25][C:24]([C:27]([F:28])([F:29])[F:30])=[CH:23][CH:22]=2)[CH:4]=1. The catalyst class is: 1. (2) The catalyst class is: 100. Product: [O:22]1[C:26]2([CH2:31][CH2:30][N:29]([CH2:1][C:3]3[CH:4]=[C:5]4[C:9](=[CH:10][CH:11]=3)[NH:8][C:7]([C:12]([NH2:14])=[O:13])=[C:6]4[S:15][C:16]3[CH:21]=[CH:20][CH:19]=[CH:18][CH:17]=3)[CH2:28][CH2:27]2)[O:25][CH2:24][CH2:23]1. Reactant: [CH:1]([C:3]1[CH:4]=[C:5]2[C:9](=[CH:10][CH:11]=1)[NH:8][C:7]([C:12]([NH2:14])=[O:13])=[C:6]2[S:15][C:16]1[CH:21]=[CH:20][CH:19]=[CH:18][CH:17]=1)=O.[O:22]1[C:26]2([CH2:31][CH2:30][NH:29][CH2:28][CH2:27]2)[O:25][CH2:24][CH2:23]1.